This data is from Catalyst prediction with 721,799 reactions and 888 catalyst types from USPTO. The task is: Predict which catalyst facilitates the given reaction. (1) Reactant: [C:1]([O:5][C:6]([N:8]1[C@@H:12]([CH2:13][C:14]2[CH:19]=[CH:18][C:17]([OH:20])=[CH:16][CH:15]=2)[CH2:11][O:10][C:9]1([CH3:22])[CH3:21])=[O:7])([CH3:4])([CH3:3])[CH3:2].I[C:24]1[CH:29]=[CH:28][C:27]([O:30][CH3:31])=[CH:26][CH:25]=1.CN(C)CC(O)=O.C(=O)([O-])[O-].[Cs+].[Cs+]. Product: [C:1]([O:5][C:6]([N:8]1[C@@H:12]([CH2:13][C:14]2[CH:15]=[CH:16][C:17]([O:20][C:24]3[CH:29]=[CH:28][C:27]([O:30][CH3:31])=[CH:26][CH:25]=3)=[CH:18][CH:19]=2)[CH2:11][O:10][C:9]1([CH3:22])[CH3:21])=[O:7])([CH3:4])([CH3:2])[CH3:3]. The catalyst class is: 346. (2) Reactant: [S:1]1[C:5]2[CH2:6][CH2:7][CH2:8][CH2:9][C:4]=2[N:3]=[C:2]1[NH2:10].[N:11]1([C:16](N2C=CN=C2)=[S:17])[CH:15]=[CH:14][N:13]=[CH:12]1. Product: [S:1]1[C:5]2[CH2:6][CH2:7][CH2:8][CH2:9][C:4]=2[N:3]=[C:2]1[NH:10][C:16]([N:11]1[CH:15]=[CH:14][N:13]=[CH:12]1)=[S:17]. The catalyst class is: 10. (3) Reactant: [F:1][C:2]1[CH:7]=[CH:6][C:5]([N:8]2[C:12]3[CH:13]=[C:14]4[C@:19]([C:21]([OH:23])=[O:22])([CH2:20][C:11]=3[CH:10]=[N:9]2)[CH2:18][N:17]([S:24]([C:27]2[CH:28]=[N:29][C:30]([N:33]3[CH2:38][CH2:37][O:36][CH2:35][CH2:34]3)=[CH:31][CH:32]=2)(=[O:26])=[O:25])[CH2:16][CH2:15]4)=[CH:4][CH:3]=1.C(=O)([O-])[O-].[Cs+].[Cs+].[CH3:45][C:46]1([CH3:51])[CH2:49][O:48][CH:47]1Br. Product: [CH3:45][C:46]1([CH2:51][O:22][C:21]([C@@:19]23[CH2:18][N:17]([S:24]([C:27]4[CH:28]=[N:29][C:30]([N:33]5[CH2:38][CH2:37][O:36][CH2:35][CH2:34]5)=[CH:31][CH:32]=4)(=[O:25])=[O:26])[CH2:16][CH2:15][C:14]2=[CH:13][C:12]2[N:8]([C:5]4[CH:6]=[CH:7][C:2]([F:1])=[CH:3][CH:4]=4)[N:9]=[CH:10][C:11]=2[CH2:20]3)=[O:23])[CH2:49][O:48][CH2:47]1. The catalyst class is: 35. (4) Reactant: [Cl:1][C:2]1[CH:22]=[CH:21][CH:20]=[CH:19][C:3]=1[O:4][C:5]1[CH2:9][N:8]([C@@H:10]([CH2:14][CH:15]([CH3:17])[CH3:16])[C:11]([OH:13])=O)[C:7](=[O:18])[CH:6]=1.[CH3:23][C:24]1([CH3:36])[O:28][C@H:27]([CH2:29][N:30]2[CH:34]=[CH:33][C:32]([NH2:35])=[N:31]2)[CH2:26][O:25]1.ON1C2C=CC=CC=2N=N1.CN(C)CCCN=C=NCC. Product: [CH3:23][C:24]1([CH3:36])[O:28][C@H:27]([CH2:29][N:30]2[CH:34]=[CH:33][C:32]([NH:35][C:11](=[O:13])[C@@H:10]([N:8]3[CH2:9][C:5]([O:4][C:3]4[CH:19]=[CH:20][CH:21]=[CH:22][C:2]=4[Cl:1])=[CH:6][C:7]3=[O:18])[CH2:14][CH:15]([CH3:17])[CH3:16])=[N:31]2)[CH2:26][O:25]1. The catalyst class is: 4. (5) Reactant: [C:1]([O:5][C:6]([N:8]1[CH2:13][CH2:12][C:11]([CH3:17])(C(O)=O)[CH2:10][CH2:9]1)=[O:7])([CH3:4])([CH3:3])[CH3:2].C1C=CC(OP([O:30][C:31]2C=CC=CC=2)(N=[N+]=[N-])=O)=CC=1.C([N:39](CC)CC)C.Cl.[CH:45]12[CH2:54][CH:49]3[NH:50][CH:51]([CH2:53][CH:47]([CH2:48]3)[O:46]1)[CH2:52]2. Product: [CH3:17][C:11]1([NH:39][C:31]([N:50]2[CH:49]3[CH2:54][CH:45]4[O:46][CH:47]([CH2:53][CH:51]2[CH2:52]4)[CH2:48]3)=[O:30])[CH2:10][CH2:9][N:8]([C:6]([O:5][C:1]([CH3:2])([CH3:3])[CH3:4])=[O:7])[CH2:13][CH2:12]1. The catalyst class is: 7. (6) Reactant: [Cl:1][C:2]1[CH:3]=[C:4]2[C:10]([C:11]3[N:16]=[C:15]([NH:17][C@H:18]4[CH2:23][CH2:22][CH2:21][N:20]([C:24]([O:26][C:27]([CH3:30])([CH3:29])[CH3:28])=[O:25])[CH2:19]4)[C:14]([F:31])=[CH:13][N:12]=3)=[CH:9][N:8](S(C3C=CC(C)=CC=3)(=O)=O)[C:5]2=[N:6][CH:7]=1.C[O-].[Na+]. Product: [Cl:1][C:2]1[CH:3]=[C:4]2[C:10]([C:11]3[N:16]=[C:15]([NH:17][C@H:18]4[CH2:23][CH2:22][CH2:21][N:20]([C:24]([O:26][C:27]([CH3:29])([CH3:28])[CH3:30])=[O:25])[CH2:19]4)[C:14]([F:31])=[CH:13][N:12]=3)=[CH:9][NH:8][C:5]2=[N:6][CH:7]=1. The catalyst class is: 5.